This data is from Reaction yield outcomes from USPTO patents with 853,638 reactions. The task is: Predict the reaction yield, written as a fraction of the theoretical maximum amount of product (1.0 means a 100% yield; for example, 0.34 means a 34% yield). (1) The reactants are Br[CH2:2][CH2:3][C:4]1[CH:9]=[CH:8][C:7]([N+:10]([O-:12])=[O:11])=[CH:6][CH:5]=1.[NH:13]1[CH2:17][CH2:16][CH2:15][CH2:14]1. The catalyst is CO. The product is [N+:10]([C:7]1[CH:8]=[CH:9][C:4]([CH2:3][CH2:2][N:13]2[CH2:17][CH2:16][CH2:15][CH2:14]2)=[CH:5][CH:6]=1)([O-:12])=[O:11]. The yield is 0.990. (2) The product is [F:5][CH2:4][C:3]([C:7]1[CH:11]=[C:10]([NH:12][C:13]([NH:40][C:39]2[CH:41]=[CH:42][CH:43]=[C:37]([S:36][C:27]3[C:26]4[C:31](=[CH:32][C:33]([O:34][CH3:35])=[C:24]([O:23][CH3:22])[CH:25]=4)[N:30]=[CH:29][N:28]=3)[CH:38]=2)=[O:21])[O:9][N:8]=1)([CH3:6])[CH2:2][F:1]. The reactants are [F:1][CH2:2][C:3]([C:7]1[CH:11]=[C:10]([NH:12][C:13](=[O:21])OC2C=CC=CC=2)[O:9][N:8]=1)([CH3:6])[CH2:4][F:5].[CH3:22][O:23][C:24]1[CH:25]=[C:26]2[C:31](=[CH:32][C:33]=1[O:34][CH3:35])[N:30]=[CH:29][N:28]=[C:27]2[S:36][C:37]1[CH:38]=[C:39]([CH:41]=[CH:42][CH:43]=1)[NH2:40].C(N(CC)C(C)C)(C)C. The yield is 0.550. The catalyst is C1COCC1. (3) The reactants are Br[C:2]1[CH:3]=[C:4]([C:14]([NH:16][CH2:17][C:18]2[C:19](=[O:28])[NH:20][C:21]([CH3:27])=[CH:22][C:23]=2[NH:24][CH2:25][CH3:26])=[O:15])[C:5]2[CH:6]=[CH:7][N:8]([CH:11]([CH3:13])[CH3:12])[C:9]=2[CH:10]=1.[CH3:29][N:30]1[CH2:35][CH2:34][N:33]([C:36]2[CH:41]=[CH:40][C:39](B3OC(C)(C)C(C)(C)O3)=[CH:38][N:37]=2)[CH2:32][CH2:31]1.C(=O)(O)[O-].[Na+].COCCOC. The catalyst is C1C=CC(P(C2C=CC=CC=2)[C-]2C=CC=C2)=CC=1.C1C=CC(P(C2C=CC=CC=2)[C-]2C=CC=C2)=CC=1.Cl[Pd]Cl.[Fe+2].C(Cl)Cl.O. The product is [CH2:25]([NH:24][C:23]1[CH:22]=[C:21]([CH3:27])[NH:20][C:19](=[O:28])[C:18]=1[CH2:17][NH:16][C:14]([C:4]1[C:5]2[CH:6]=[CH:7][N:8]([CH:11]([CH3:13])[CH3:12])[C:9]=2[CH:10]=[C:2]([C:39]2[CH:38]=[N:37][C:36]([N:33]3[CH2:32][CH2:31][N:30]([CH3:29])[CH2:35][CH2:34]3)=[CH:41][CH:40]=2)[CH:3]=1)=[O:15])[CH3:26]. The yield is 0.562. (4) The reactants are CON(C)[C:4]([C:6]1[NH:7][C:8]2[C:13]([C:14]=1[NH:15][C:16]1[CH:21]=[CH:20][N:19]=[CH:18][CH:17]=1)=[CH:12][CH:11]=[CH:10][CH:9]=2)=[O:5].[H-].[H-].[H-].[H-].[Li+].[Al+3].[NH4+].[Cl-].ClCCl. The catalyst is C1COCC1. The product is [N:19]1[CH:18]=[CH:17][C:16]([NH:15][C:14]2[C:13]3[C:8](=[CH:9][CH:10]=[CH:11][CH:12]=3)[NH:7][C:6]=2[CH:4]=[O:5])=[CH:21][CH:20]=1. The yield is 0.360. (5) The reactants are [Br:1][C:2]1[C:3]([O:13][CH3:14])=[C:4](CC#N)[CH:5]=[C:6]([O:8][CH3:9])[CH:7]=1.[CH3:15][C:16]([OH:18])=[O:17]. The catalyst is O.OS(O)(=O)=O. The product is [Br:1][C:2]1[C:3]([O:13][CH3:14])=[C:4]([CH2:15][C:16]([OH:18])=[O:17])[CH:5]=[C:6]([O:8][CH3:9])[CH:7]=1. The yield is 0.550.